This data is from Forward reaction prediction with 1.9M reactions from USPTO patents (1976-2016). The task is: Predict the product of the given reaction. (1) Given the reactants COC1C=CC(C[N:8]2CCC(NC3C=C(C(F)(F)F)C(C(N)=O)=CN=3)CC2)=CC=1OCCC.Cl.Cl.CO[C:38]([C:40]1[CH:45]=[N:44][C:43]([NH:46][CH:47]2[CH2:52][CH2:51][NH:50][CH2:49][CH2:48]2)=[CH:42][N:41]=1)=[O:39].[Cl:53][C:54]1[CH:61]=[CH:60][C:57]([CH:58]=O)=[CH:56][C:55]=1[O:62][CH2:63][CH3:64], predict the reaction product. The product is: [Cl:53][C:54]1[CH:61]=[CH:60][C:57]([CH2:58][N:50]2[CH2:49][CH2:48][CH:47]([NH:46][C:43]3[N:44]=[CH:45][C:40]([C:38]([NH2:8])=[O:39])=[N:41][CH:42]=3)[CH2:52][CH2:51]2)=[CH:56][C:55]=1[O:62][CH2:63][CH3:64]. (2) Given the reactants Br[C:2]1[CH:3]=[C:4]([C:8]2[N:13]=[C:12]([CH:14]([F:16])[F:15])[CH:11]=[C:10]([C:17]3[CH:22]=[CH:21][C:20]([C:23]([F:26])([F:25])[F:24])=[CH:19][CH:18]=3)[N:9]=2)[CH:5]=[CH:6][CH:7]=1.[C:27]([NH:31][S:32]([C:35]1[S:36][C:37](B2OC(C)(C)C(C)(C)O2)=[CH:38][CH:39]=1)(=[O:34])=[O:33])([CH3:30])([CH3:29])[CH3:28], predict the reaction product. The product is: [C:27]([NH:31][S:32]([C:35]1[S:36][C:37]([C:2]2[CH:7]=[CH:6][CH:5]=[C:4]([C:8]3[N:13]=[C:12]([CH:14]([F:16])[F:15])[CH:11]=[C:10]([C:17]4[CH:18]=[CH:19][C:20]([C:23]([F:24])([F:25])[F:26])=[CH:21][CH:22]=4)[N:9]=3)[CH:3]=2)=[CH:38][CH:39]=1)(=[O:33])=[O:34])([CH3:30])([CH3:28])[CH3:29]. (3) Given the reactants [Br:1][C:2]1[C:3](=[O:17])[NH:4][C:5](=[O:16])[N:6]([CH2:8][CH2:9][C:10]2[CH:15]=[CH:14][CH:13]=[CH:12][CH:11]=2)[N:7]=1.[Cl:18]C1C=CC(CCI)=CC=1, predict the reaction product. The product is: [Br:1][C:2]1[C:3](=[O:17])[NH:4][C:5](=[O:16])[N:6]([CH2:8][CH2:9][C:10]2[CH:15]=[CH:14][C:13]([Cl:18])=[CH:12][CH:11]=2)[N:7]=1. (4) Given the reactants N1C=CC=CC=1.[OH:7][CH:8]([CH:15]1[CH2:20][CH:19]2[CH2:21][CH:16]1[CH:17]=[CH:18]2)[CH:9]1[CH2:14][CH2:13][O:12][C:10]1=[O:11].[C:22](OC(=O)C)(=[O:24])[CH3:23], predict the reaction product. The product is: [C:22]([O:7][CH:8]([CH:15]1[CH2:20][CH:19]2[CH2:21][CH:16]1[CH:17]=[CH:18]2)[CH:9]1[CH2:14][CH2:13][O:12][C:10]1=[O:11])(=[O:24])[CH3:23]. (5) Given the reactants [C:1]1([NH2:9])[N:6]=[C:5]([NH2:7])[N:4]=[C:3]([NH2:8])[N:2]=1.O[P:11](O)(O)=O, predict the reaction product. The product is: [N:2]1[C:3]([NH2:8])=[N:4][C:5]([NH2:7])=[N:6][C:1]=1[NH2:9].[P:11]. (6) The product is: [Br:8][CH2:18][C:17]1[C:10]([F:9])=[C:11]([CH:14]=[CH:15][CH:16]=1)[C:12]#[N:13]. Given the reactants C1C(=O)N([Br:8])C(=O)C1.[F:9][C:10]1[C:17]([CH3:18])=[CH:16][CH:15]=[CH:14][C:11]=1[C:12]#[N:13].O, predict the reaction product. (7) Given the reactants [CH3:1][C:2]1[N:7]([C:8]2[CH:13]=[CH:12][CH:11]=[C:10]([C:14]([F:17])([F:16])[F:15])[CH:9]=2)[C:6](=[O:18])[C:5]([C:19]([NH:21][CH2:22][C:23]2[CH:28]=[CH:27][C:26]([S:29]([CH3:32])(=[O:31])=[O:30])=[CH:25][CH:24]=2)=[O:20])=[CH:4][C:3]=1[CH:33]=[CH2:34], predict the reaction product. The product is: [CH2:33]([C:3]1[CH:4]=[C:5]([C:19]([NH:21][CH2:22][C:23]2[CH:28]=[CH:27][C:26]([S:29]([CH3:32])(=[O:30])=[O:31])=[CH:25][CH:24]=2)=[O:20])[C:6](=[O:18])[N:7]([C:8]2[CH:13]=[CH:12][CH:11]=[C:10]([C:14]([F:17])([F:15])[F:16])[CH:9]=2)[C:2]=1[CH3:1])[CH3:34].